Dataset: NCI-60 drug combinations with 297,098 pairs across 59 cell lines. Task: Regression. Given two drug SMILES strings and cell line genomic features, predict the synergy score measuring deviation from expected non-interaction effect. (1) Drug 1: C1CC(C1)(C(=O)O)C(=O)O.[NH2-].[NH2-].[Pt+2]. Drug 2: CS(=O)(=O)CCNCC1=CC=C(O1)C2=CC3=C(C=C2)N=CN=C3NC4=CC(=C(C=C4)OCC5=CC(=CC=C5)F)Cl. Cell line: PC-3. Synergy scores: CSS=2.24, Synergy_ZIP=-2.41, Synergy_Bliss=0.806, Synergy_Loewe=-4.21, Synergy_HSA=-1.90. (2) Drug 1: CNC(=O)C1=CC=CC=C1SC2=CC3=C(C=C2)C(=NN3)C=CC4=CC=CC=N4. Drug 2: B(C(CC(C)C)NC(=O)C(CC1=CC=CC=C1)NC(=O)C2=NC=CN=C2)(O)O. Cell line: SN12C. Synergy scores: CSS=10.2, Synergy_ZIP=-3.06, Synergy_Bliss=-1.98, Synergy_Loewe=-0.552, Synergy_HSA=-0.529. (3) Drug 1: CNC(=O)C1=CC=CC=C1SC2=CC3=C(C=C2)C(=NN3)C=CC4=CC=CC=N4. Drug 2: C1CN1P(=S)(N2CC2)N3CC3. Cell line: HCT116. Synergy scores: CSS=19.1, Synergy_ZIP=-9.74, Synergy_Bliss=-8.41, Synergy_Loewe=-9.02, Synergy_HSA=-6.93.